This data is from Catalyst prediction with 721,799 reactions and 888 catalyst types from USPTO. The task is: Predict which catalyst facilitates the given reaction. (1) Reactant: [C:1]([C:3]1[CH:4]=[C:5]2[C:10](=[CH:11][C:12]=1[O-:13])[N:9]=[CH:8][CH:7]=[C:6]2[O:14][C:15]1[CH:20]=[CH:19][C:18]([NH:21][C:22]([NH:24][C:25]2[CH:30]=[CH:29][C:28]([O:31][CH3:32])=[CH:27][CH:26]=2)=[O:23])=[CH:17][CH:16]=1)#[N:2].[Na+].C(=O)([O-])[O-].[K+].[K+].[I-].[K+].Cl[CH2:43][CH2:44][CH2:45][C:46]1[CH:51]=[CH:50][N:49]=[CH:48][CH:47]=1. Product: [C:1]([C:3]1[CH:4]=[C:5]2[C:10](=[CH:11][C:12]=1[O:13][CH2:43][CH2:44][CH2:45][C:46]1[CH:51]=[CH:50][N:49]=[CH:48][CH:47]=1)[N:9]=[CH:8][CH:7]=[C:6]2[O:14][C:15]1[CH:20]=[CH:19][C:18]([NH:21][C:22]([NH:24][C:25]2[CH:26]=[CH:27][C:28]([O:31][CH3:32])=[CH:29][CH:30]=2)=[O:23])=[CH:17][CH:16]=1)#[N:2]. The catalyst class is: 391. (2) Product: [O:18]=[C:17]1[N:8]([CH2:7][C:1]2[CH:2]=[CH:3][CH:4]=[CH:5][CH:6]=2)[C@@H:9]([C:12]([OH:14])=[O:13])[CH2:10][O:11][CH2:16]1. Reactant: [C:1]1([CH2:7][NH:8][C@@H:9]([C:12]([OH:14])=[O:13])[CH2:10][OH:11])[CH:6]=[CH:5][CH:4]=[CH:3][CH:2]=1.Cl[CH2:16][C:17](Cl)=[O:18].Cl. The catalyst class is: 74. (3) Reactant: [F:1][C:2]1([F:32])[C:10]2[C:5](=[CH:6][CH:7]=[CH:8][C:9]=2[C@@H:11]([OH:13])[CH3:12])[N:4]([CH2:14][C:15]2[C:23]3[C:18](=[CH:19][CH:20]=[CH:21][CH:22]=3)[N:17](C(OC(C)(C)C)=O)[N:16]=2)[C:3]1=[O:31].FC(F)(F)C(O)=O. Product: [F:32][C:2]1([F:1])[C:10]2[C:5](=[CH:6][CH:7]=[CH:8][C:9]=2[C@@H:11]([OH:13])[CH3:12])[N:4]([CH2:14][C:15]2[C:23]3[C:18](=[CH:19][CH:20]=[CH:21][CH:22]=3)[NH:17][N:16]=2)[C:3]1=[O:31]. The catalyst class is: 22.